From a dataset of Reaction yield outcomes from USPTO patents with 853,638 reactions. Predict the reaction yield, written as a fraction of the theoretical maximum amount of product (1.0 means a 100% yield; for example, 0.34 means a 34% yield). The reactants are O1CCCCC1[N:7]1[C:15]2[C:10](=[CH:11][C:12]([C:16]3[N:20]=[CH:19][N:18](C(C4C=CC=CC=4)(C4C=CC=CC=4)C4C=CC=CC=4)[N:17]=3)=[CH:13][CH:14]=2)[C:9]([C:40]2[CH:41]=[C:42]([NH2:46])[CH:43]=[CH:44][CH:45]=2)=[N:8]1.[Cl:47][C:48]1[CH:55]=[C:54]([Cl:56])[CH:53]=[CH:52][C:49]=1[CH2:50]Cl.[OH2:57]. The catalyst is N1C=CC=CC=1. The product is [NH:18]1[CH:19]=[N:20][C:16]([C:12]2[CH:11]=[C:10]3[C:15](=[CH:14][CH:13]=2)[NH:7][N:8]=[C:9]3[C:40]2[CH:41]=[C:42]([NH:46][C:50]([C:49]3[CH:52]=[CH:53][C:54]([Cl:56])=[CH:55][C:48]=3[Cl:47])=[O:57])[CH:43]=[CH:44][CH:45]=2)=[N:17]1. The yield is 0.550.